Dataset: CYP2D6 inhibition data for predicting drug metabolism from PubChem BioAssay. Task: Regression/Classification. Given a drug SMILES string, predict its absorption, distribution, metabolism, or excretion properties. Task type varies by dataset: regression for continuous measurements (e.g., permeability, clearance, half-life) or binary classification for categorical outcomes (e.g., BBB penetration, CYP inhibition). Dataset: cyp2d6_veith. (1) The molecule is COc1ccc(CNc2ncnc3ccc(-c4ccoc4)cc23)c(OC)c1. The result is 1 (inhibitor). (2) The molecule is CCC(C)NC(=O)CCC(=O)Nc1ccc2nc(N3CCOCC3)cc(C)c2c1. The result is 0 (non-inhibitor). (3) The compound is C[C@@]12C(=O)OC(=O)[C@@]1(C)[C@@H]1CC[C@@H]2O1. The result is 0 (non-inhibitor). (4) The molecule is CN1C(=O)C[C@H](c2ccccc2)C1=O. The result is 0 (non-inhibitor). (5) The drug is Cc1cc(NC(=O)CSc2nnc(-c3ccccc3)n2Cc2ccco2)no1. The result is 0 (non-inhibitor). (6) The compound is Cc1nc2ncnn2c(C)c1CCC(=O)NC(C)c1ccc2c(c1)OCCO2. The result is 0 (non-inhibitor). (7) The drug is CCCn1nc2cc(C(=O)NCc3ccc(C)cc3)ccc2c1OCC. The result is 0 (non-inhibitor). (8) The compound is Cc1nnc(-c2cnn(-c3ccccc3)c2N)n1Cc1ccccc1. The result is 0 (non-inhibitor). (9) The drug is O=c1cc(CSc2nnc(-c3cccnc3)n2-c2ccccc2F)nc2sccn12. The result is 0 (non-inhibitor). (10) The drug is OC(CN1CCCCC1)CN1CCCCC1. The result is 0 (non-inhibitor).